The task is: Regression/Classification. Given a drug SMILES string, predict its absorption, distribution, metabolism, or excretion properties. Task type varies by dataset: regression for continuous measurements (e.g., permeability, clearance, half-life) or binary classification for categorical outcomes (e.g., BBB penetration, CYP inhibition). Dataset: cyp1a2_veith.. This data is from CYP1A2 inhibition data for predicting drug metabolism from PubChem BioAssay. (1) The molecule is NCc1nnn(Cc2ccccc2)c1N.O=P(O)(O)O. The result is 0 (non-inhibitor). (2) The drug is O=C(c1csnn1)N1CCC[C@@]2(CCN(Cc3ccccc3)C2)C1. The result is 0 (non-inhibitor).